Task: Predict the reactants needed to synthesize the given product.. Dataset: Full USPTO retrosynthesis dataset with 1.9M reactions from patents (1976-2016) (1) Given the product [CH2:25]([C:13]1[CH:12]=[C:11]([C:8]2[CH:9]=[CH:10][C:5]([CH2:4][CH2:3][C:1]#[N:2])=[CH:6][C:7]=2[CH2:29][CH:30]([CH3:32])[CH3:31])[CH:16]=[CH:15][C:14]=1[C:38]1[CH:39]=[CH:40][C:35]([O:64][CH3:61])=[C:36]([CH2:50][C:51]2[C:60]3[C:55](=[CH:56][CH:57]=[CH:58][CH:59]=3)[CH:54]=[CH:53][CH:52]=2)[CH:37]=1)[CH:26]([CH3:28])[CH3:27], predict the reactants needed to synthesize it. The reactants are: [C:1]([CH2:3][CH2:4][C:5]1[CH:10]=[CH:9][C:8]([C:11]2[CH:16]=[CH:15][C:14](OS(C(F)(F)F)(=O)=O)=[C:13]([CH2:25][CH:26]([CH3:28])[CH3:27])[CH:12]=2)=[C:7]([CH2:29][CH:30]([CH3:32])[CH3:31])[CH:6]=1)#[N:2].CO[C:35]1[CH:40]=[CH:39][C:38](B2OC(C)(C)C(C)(C)O2)=[CH:37][C:36]=1[CH2:50][C:51]1[C:60]2[C:55](=[CH:56][CH:57]=[CH:58][CH:59]=2)[CH:54]=[CH:53][CH:52]=1.[C:61]([O-:64])([O-])=O.[Na+].[Na+].C(Cl)Cl. (2) The reactants are: Br[CH2:2][C:3](=[O:18])[C:4]([C:7]1[CH:12]=[CH:11][C:10]([S:13]([NH2:16])(=[O:15])=[O:14])=[C:9]([Cl:17])[CH:8]=1)([CH3:6])[CH3:5].[N-:19]=[N+:20]=[N-:21].[Na+]. Given the product [N:19]([CH2:2][C:3](=[O:18])[C:4]([C:7]1[CH:12]=[CH:11][C:10]([S:13]([NH2:16])(=[O:15])=[O:14])=[C:9]([Cl:17])[CH:8]=1)([CH3:6])[CH3:5])=[N+:20]=[N-:21], predict the reactants needed to synthesize it. (3) Given the product [O:1]1[CH2:5][CH2:4][O:3][CH:2]1[CH2:6][CH2:7][CH2:8][CH2:9][CH2:10][CH2:11][CH2:12][CH2:13][O:14][C:15]1[CH:16]=[C:17]([CH:21]([C:23]2[CH:28]=[CH:27][CH:26]=[CH:25][CH:24]=2)[OH:22])[CH:18]=[CH:19][CH:20]=1, predict the reactants needed to synthesize it. The reactants are: [O:1]1[CH2:5][CH2:4][O:3][CH:2]1[CH2:6][CH2:7][CH2:8][CH2:9][CH2:10][CH2:11][CH2:12][CH2:13][O:14][C:15]1[CH:16]=[C:17]([C:21]([C:23]2[CH:28]=[CH:27][CH:26]=[CH:25][CH:24]=2)=[O:22])[CH:18]=[CH:19][CH:20]=1.[BH4-].[Na+]. (4) Given the product [CH3:1][N:2]1[C:7](=[O:8])[CH:6]=[C:5]([C:9]2[CH:14]=[CH:13][N:12]=[CH:11][N:10]=2)[N:4]=[C:3]1[O:15][CH:16]1[CH2:21][CH2:20][CH2:19][N:18]([C:23]2[CH:28]=[CH:27][CH:26]=[CH:25][CH:24]=2)[CH2:17]1, predict the reactants needed to synthesize it. The reactants are: [CH3:1][N:2]1[C:7](=[O:8])[CH:6]=[C:5]([C:9]2[CH:14]=[CH:13][N:12]=[CH:11][N:10]=2)[N:4]=[C:3]1[O:15][CH:16]1[CH2:21][CH2:20][CH2:19][NH:18][CH2:17]1.Br[C:23]1[CH:28]=[CH:27][CH:26]=[CH:25][CH:24]=1.C1(P(C2CCCCC2)C2C=CC=CC=2C2C(OC)=CC=CC=2OC)CCCCC1.[O-]P([O-])([O-])=O.[K+].[K+].[K+].